Dataset: Catalyst prediction with 721,799 reactions and 888 catalyst types from USPTO. Task: Predict which catalyst facilitates the given reaction. (1) Reactant: [OH:1][C:2]([C:5]1[C:6]2[N:7]([C:11]([C:14]3[CH:19]=[CH:18][N:17]=[C:16]([NH:20][CH:21]4[CH2:26][CH2:25][CH:24]([C:27](O)=[O:28])[CH2:23][CH2:22]4)[N:15]=3)=[CH:12][N:13]=2)[CH:8]=[CH:9][CH:10]=1)([CH3:4])[CH3:3].F[P-](F)(F)(F)(F)F.N1(O[P+](N(C)C)(N(C)C)N(C)C)C2C=CC=CC=2N=N1.CCN(C(C)C)C(C)C.[NH:66]1[CH2:71][CH2:70][CH:69]([OH:72])[CH2:68][CH2:67]1. Product: [OH:1][C:2]([C:5]1[C:6]2[N:7]([C:11]([C:14]3[CH:19]=[CH:18][N:17]=[C:16]([NH:20][CH:21]4[CH2:26][CH2:25][CH:24]([C:27]([N:66]5[CH2:71][CH2:70][CH:69]([OH:72])[CH2:68][CH2:67]5)=[O:28])[CH2:23][CH2:22]4)[N:15]=3)=[CH:12][N:13]=2)[CH:8]=[CH:9][CH:10]=1)([CH3:3])[CH3:4]. The catalyst class is: 3. (2) Product: [CH3:8][S:9]([O:13][CH2:14][CH2:15][CH2:16][C:17]1[CH:22]=[CH:21][C:20]([NH:23][C:24]([O:25][C:26]([CH3:27])([CH3:29])[CH3:28])=[O:30])=[CH:19][CH:18]=1)(=[O:11])=[O:10]. Reactant: C(N(CC)CC)C.[CH3:8][S:9](Cl)(=[O:11])=[O:10].[OH:13][CH2:14][CH2:15][CH2:16][C:17]1[CH:22]=[CH:21][C:20]([NH:23][C:24](=[O:30])[O:25][C:26]([CH3:29])([CH3:28])[CH3:27])=[CH:19][CH:18]=1.O. The catalyst class is: 91. (3) The catalyst class is: 247. Product: [CH3:2][O:3][C:4]([C@@H:5]1[CH2:9][C@@H:8]([OH:10])[CH2:7][N:6]1[S:22]([C:13]1[CH:14]=[CH:15][C:16]2[C:21](=[CH:20][CH:19]=[CH:18][CH:17]=2)[CH:12]=1)(=[O:24])=[O:23])=[O:11]. Reactant: Cl.[CH3:2][O:3][C:4](=[O:11])[C@@H:5]1[CH2:9][C@@H:8]([OH:10])[CH2:7][NH:6]1.[CH:12]1[C:21]2[C:16](=[CH:17][CH:18]=[CH:19][CH:20]=2)[CH:15]=[CH:14][C:13]=1[S:22](Cl)(=[O:24])=[O:23].O. (4) Reactant: CS(C)=O.C(Cl)(=O)C(Cl)=O.[CH2:11]([N:18]1[CH:23]([CH2:24][OH:25])[CH2:22][O:21][C:20]([CH2:27][CH2:28][O:29][CH2:30][C:31]2[CH:36]=[CH:35][CH:34]=[CH:33][CH:32]=2)([CH3:26])[C:19]1=[O:37])[C:12]1[CH:17]=[CH:16][CH:15]=[CH:14][CH:13]=1.C(N(CC)CC)C. Product: [CH2:11]([N:18]1[C:19](=[O:37])[C:20]([CH2:27][CH2:28][O:29][CH2:30][C:31]2[CH:36]=[CH:35][CH:34]=[CH:33][CH:32]=2)([CH3:26])[O:21][CH2:22][CH:23]1[CH:24]=[O:25])[C:12]1[CH:17]=[CH:16][CH:15]=[CH:14][CH:13]=1. The catalyst class is: 46. (5) Reactant: [H-].[Na+].[Br:3][C:4]1[CH:9]=[CH:8][C:7]([N:10]2[C:21]3[C:13](=[C:14]4[N:18]([C:19](=[O:22])[CH:20]=3)[CH2:17][CH2:16][CH2:15]4)[NH:12][C:11]2=[O:23])=[C:6]([F:24])[CH:5]=1.[F:25][C:26]([F:38])([F:37])[C:27]1[CH:32]=[CH:31][C:30]([S:33](Cl)(=[O:35])=[O:34])=[CH:29][CH:28]=1. Product: [Br:3][C:4]1[CH:9]=[CH:8][C:7]([N:10]2[C:21]3[C:13](=[C:14]4[N:18]([C:19](=[O:22])[CH:20]=3)[CH2:17][CH2:16][CH2:15]4)[N:12]([S:33]([C:30]3[CH:29]=[CH:28][C:27]([C:26]([F:25])([F:37])[F:38])=[CH:32][CH:31]=3)(=[O:35])=[O:34])[C:11]2=[O:23])=[C:6]([F:24])[CH:5]=1. The catalyst class is: 198. (6) Reactant: C([Li])CCC.[CH2:6]([O:8][S:9]([CH2:12]P(OCC)(OCC)=O)(=[O:11])=[O:10])[CH3:7].[Cl:21][C:22]1[CH:29]=[CH:28][C:25]([CH:26]=O)=[C:24]([O:30][CH3:31])[CH:23]=1. Product: [CH2:6]([O:8][S:9]([CH:12]=[CH:26][C:25]1[CH:28]=[CH:29][C:22]([Cl:21])=[CH:23][C:24]=1[O:30][CH3:31])(=[O:10])=[O:11])[CH3:7]. The catalyst class is: 1.